This data is from Peptide-MHC class II binding affinity with 134,281 pairs from IEDB. The task is: Regression. Given a peptide amino acid sequence and an MHC pseudo amino acid sequence, predict their binding affinity value. This is MHC class II binding data. (1) The peptide sequence is LNYRPLLPKDRRMII. The MHC is DRB3_0101 with pseudo-sequence DRB3_0101. The binding affinity (normalized) is 0.197. (2) The peptide sequence is AWMSAAATQAEQAAT. The MHC is DRB3_0101 with pseudo-sequence DRB3_0101. The binding affinity (normalized) is 0.0850. (3) The MHC is DRB1_1001 with pseudo-sequence DRB1_1001. The binding affinity (normalized) is 0.202. The peptide sequence is AGKATTEEQKLIEKI. (4) The peptide sequence is IDVWLGGLAENFLPY. The MHC is HLA-DQA10101-DQB10501 with pseudo-sequence HLA-DQA10101-DQB10501. The binding affinity (normalized) is 0.380. (5) The peptide sequence is SLKLYRDSLGEAVMR. The MHC is DRB1_0401 with pseudo-sequence DRB1_0401. The binding affinity (normalized) is 0.371. (6) The binding affinity (normalized) is 0.132. The MHC is DRB1_1001 with pseudo-sequence DRB1_1001. The peptide sequence is QKYCPNKICTSKGDS. (7) The peptide sequence is AAFTSSSKAATAKAP. The MHC is DRB1_0301 with pseudo-sequence DRB1_0301. The binding affinity (normalized) is 0.289.